Dataset: Full USPTO retrosynthesis dataset with 1.9M reactions from patents (1976-2016). Task: Predict the reactants needed to synthesize the given product. (1) Given the product [CH3:32][C:29]1([CH3:33])[CH2:30][O:31][B:26]([C:2]2[CH:10]=[C:9]3[C:5]([CH2:6][N:7]4[C:13]([C:14]5[C:15]([C:20]6[CH:25]=[CH:24][CH:23]=[CH:22][CH:21]=6)=[N:16][O:17][C:18]=5[CH3:19])=[N:12][N:11]=[C:8]43)=[CH:4][CH:3]=2)[O:27][CH2:28]1, predict the reactants needed to synthesize it. The reactants are: Br[C:2]1[CH:10]=[C:9]2[C:5]([CH2:6][N:7]3[C:13]([C:14]4[C:15]([C:20]5[CH:25]=[CH:24][CH:23]=[CH:22][CH:21]=5)=[N:16][O:17][C:18]=4[CH3:19])=[N:12][N:11]=[C:8]32)=[CH:4][CH:3]=1.[B:26]1([B:26]2[O:31][CH2:30][C:29]([CH3:33])([CH3:32])[CH2:28][O:27]2)[O:31][CH2:30][C:29]([CH3:33])([CH3:32])[CH2:28][O:27]1.CC([O-])=O.[K+]. (2) Given the product [Cl:28][C:25]1[CH:26]=[CH:27][C:22]([NH:21][C:19](=[O:20])[NH:18][C:15]2[CH:14]=[CH:13][C:12]([N:7]3[CH:6]=[N:5][C:4]4[C:8]3=[N:9][CH:10]=[N:11][C:3]=4[NH:2][C:33](=[O:38])[CH2:34][CH2:35][CH2:36][CH3:37])=[CH:17][CH:16]=2)=[CH:23][C:24]=1[C:29]([F:31])([F:32])[F:30], predict the reactants needed to synthesize it. The reactants are: Cl.[NH2:2][C:3]1[N:11]=[CH:10][N:9]=[C:8]2[C:4]=1[N:5]=[CH:6][N:7]2[C:12]1[CH:17]=[CH:16][C:15]([NH:18][C:19]([NH:21][C:22]2[CH:27]=[CH:26][C:25]([Cl:28])=[C:24]([C:29]([F:32])([F:31])[F:30])[CH:23]=2)=[O:20])=[CH:14][CH:13]=1.[C:33](O[C:33](=[O:38])[CH2:34][CH2:35][CH2:36][CH3:37])(=[O:38])[CH2:34][CH2:35][CH2:36][CH3:37]. (3) Given the product [C:1]([O:4][C@H:5]1[C@@H:20]([O:21][C:22](=[O:24])[CH3:23])[C@H:19]([O:25][C:26](=[O:28])[CH3:27])[C@@H:18]([CH2:29][O:30][C:31](=[O:33])[CH3:32])[O:17][C@@H:6]1[O:7][C:8]1[C:13]([Cl:14])=[CH:12][C:11]([N:42]2[C:43]3[C:39](=[CH:38][C:37]([N+:34]([O-:36])=[O:35])=[CH:45][CH:44]=3)[CH:40]=[CH:41]2)=[CH:10][C:9]=1[Cl:16])(=[O:3])[CH3:2], predict the reactants needed to synthesize it. The reactants are: [C:1]([O:4][C@H:5]1[C@@H:20]([O:21][C:22](=[O:24])[CH3:23])[C@H:19]([O:25][C:26](=[O:28])[CH3:27])[C@@H:18]([CH2:29][O:30][C:31](=[O:33])[CH3:32])[O:17][C@@H:6]1[O:7][C:8]1[C:13]([Cl:14])=[CH:12][C:11](I)=[CH:10][C:9]=1[Cl:16])(=[O:3])[CH3:2].[N+:34]([C:37]1[CH:38]=[C:39]2[C:43](=[CH:44][CH:45]=1)[NH:42][CH:41]=[CH:40]2)([O-:36])=[O:35]. (4) The reactants are: [H-].[Na+].[F:3][C:4]1[CH:9]=[C:8]([NH2:10])[CH:7]=[CH:6][C:5]=1[OH:11].[Cl:12][C:13]1[CH:18]=[C:17]([N+]([O-])=O)[CH:16]=[CH:15][N:14]=1. Given the product [Cl:12][C:13]1[CH:18]=[C:17]([O:11][C:5]2[CH:6]=[CH:7][C:8]([NH2:10])=[CH:9][C:4]=2[F:3])[CH:16]=[CH:15][N:14]=1, predict the reactants needed to synthesize it. (5) Given the product [C:12]([O:11][C:10]([N:1]1[CH2:6][CH2:5][CH:4]([CH2:7][CH2:8][OH:9])[CH2:3][CH2:2]1)=[O:16])([CH3:15])([CH3:14])[CH3:13], predict the reactants needed to synthesize it. The reactants are: [NH:1]1[CH2:6][CH2:5][CH:4]([CH2:7][CH2:8][OH:9])[CH2:3][CH2:2]1.[C:10](=O)([O:16]C(C)(C)C)[O:11][C:12]([CH3:15])([CH3:14])[CH3:13]. (6) The reactants are: P(Cl)(Cl)([Cl:3])=O.[F:6][C:7]1[C:38]([F:39])=[CH:37][CH:36]=[CH:35][C:8]=1[CH2:9][N:10]1[C:14]2=[N:15][C:16]([CH3:20])=[C:17]([F:19])[CH:18]=[C:13]2[C:12]([C:21]2[N:22]=[N:23][C:24]([C:28]([CH3:34])([CH3:33])[C:29]([O:31][CH3:32])=[O:30])=[C:25](O)[N:26]=2)=[N:11]1. Given the product [Cl:3][C:25]1[N:26]=[C:21]([C:12]2[C:13]3[C:14](=[N:15][C:16]([CH3:20])=[C:17]([F:19])[CH:18]=3)[N:10]([CH2:9][C:8]3[CH:35]=[CH:36][CH:37]=[C:38]([F:39])[C:7]=3[F:6])[N:11]=2)[N:22]=[N:23][C:24]=1[C:28]([CH3:34])([CH3:33])[C:29]([O:31][CH3:32])=[O:30], predict the reactants needed to synthesize it. (7) Given the product [Cl:19][CH2:18][CH2:17][CH2:16][O:1][C:2]1[CH:3]=[CH:4][C:5]([N+:12]([O-:14])=[O:13])=[C:6]([CH:11]=1)[C:7]([O:9][CH3:10])=[O:8], predict the reactants needed to synthesize it. The reactants are: [OH:1][C:2]1[CH:3]=[CH:4][C:5]([N+:12]([O-:14])=[O:13])=[C:6]([CH:11]=1)[C:7]([O:9][CH3:10])=[O:8].Br[CH2:16][CH2:17][CH2:18][Cl:19]. (8) Given the product [Cl:1][C:2]1[CH:7]=[CH:6][C:5]([C@@:8]2([CH3:38])[C@:12]([C:14]3[CH:15]=[CH:16][C:17]([Cl:20])=[CH:18][CH:19]=3)([CH3:13])[N:11]([C:21]([N:51]3[CH2:52][CH2:53][N:48]([CH:45]4[CH2:44][CH2:43][S:42](=[O:41])(=[O:54])[CH2:47][CH2:46]4)[CH2:49][CH2:50]3)=[O:22])[C:10]([C:24]3[CH:29]=[CH:28][C:27]([C:30]([O:33][CH3:34])([CH3:31])[CH3:32])=[CH:26][C:25]=3[O:35][CH2:36][CH3:37])=[N:9]2)=[CH:4][CH:3]=1, predict the reactants needed to synthesize it. The reactants are: [Cl:1][C:2]1[CH:7]=[CH:6][C:5]([C:8]2([CH3:38])[C:12]([C:14]3[CH:19]=[CH:18][C:17]([Cl:20])=[CH:16][CH:15]=3)([CH3:13])[N:11]([C:21](Cl)=[O:22])[C:10]([C:24]3[CH:29]=[CH:28][C:27]([C:30]([O:33][CH3:34])([CH3:32])[CH3:31])=[CH:26][C:25]=3[O:35][CH2:36][CH3:37])=[N:9]2)=[CH:4][CH:3]=1.Cl.Cl.[O:41]=[S:42]1(=[O:54])[CH2:47][CH2:46][CH:45]([N:48]2[CH2:53][CH2:52][NH:51][CH2:50][CH2:49]2)[CH2:44][CH2:43]1. (9) The reactants are: C([O:3][C:4](=[O:25])[CH2:5][CH2:6][C:7]1[CH:12]=[CH:11][C:10]([O:13][CH2:14][CH2:15][C@H:16]([O:18]S(C)(=O)=O)[CH3:17])=[CH:9][C:8]=1[CH2:23][CH3:24])C.[Cl:26][C:27]1[CH:32]=[CH:31][C:30](O)=[C:29]([O:34][C:35]2[CH:40]=[CH:39][C:38]([CH3:41])=[CH:37][CH:36]=2)[CH:28]=1. Given the product [Cl:26][C:27]1[CH:32]=[CH:31][C:30]([O:18][C@@H:16]([CH3:17])[CH2:15][CH2:14][O:13][C:10]2[CH:11]=[CH:12][C:7]([CH2:6][CH2:5][C:4]([OH:3])=[O:25])=[C:8]([CH2:23][CH3:24])[CH:9]=2)=[C:29]([O:34][C:35]2[CH:36]=[CH:37][C:38]([CH3:41])=[CH:39][CH:40]=2)[CH:28]=1, predict the reactants needed to synthesize it. (10) Given the product [C:13]([O:17][C:18]([N:20]1[CH2:24][CH2:23][CH2:22][C@H:21]1[CH2:25][O:12][CH:4]1[CH2:5][C:6]2[C:11](=[CH:10][CH:9]=[CH:8][CH:7]=2)[CH2:3]1)=[O:19])([CH3:16])([CH3:14])[CH3:15], predict the reactants needed to synthesize it. The reactants are: [H-].[Na+].[CH2:3]1[C:11]2[C:6](=[CH:7][CH:8]=[CH:9][CH:10]=2)[CH2:5][CH:4]1[OH:12].[C:13]([O:17][C:18]([N:20]1[CH2:24][CH2:23][CH2:22][C@H:21]1[CH2:25]OS(C)(=O)=O)=[O:19])([CH3:16])([CH3:15])[CH3:14].